Task: Predict the reactants needed to synthesize the given product.. Dataset: Full USPTO retrosynthesis dataset with 1.9M reactions from patents (1976-2016) (1) Given the product [Br:1][C:2]1[O:6][C:5]([C:7]([NH:10][CH:11]2[CH:12]3[CH2:20][CH:16]4[CH2:15][C:14]([C:21](=[O:22])[NH2:23])([CH2:19][CH:18]2[CH2:17]4)[CH2:13]3)=[O:9])=[CH:4][CH:3]=1, predict the reactants needed to synthesize it. The reactants are: [Br:1][C:2]1[O:6][C:5]([C:7]([OH:9])=O)=[CH:4][CH:3]=1.[NH2:10][CH:11]1[CH:18]2[CH2:19][C:14]3([C:21]([NH2:23])=[O:22])[CH2:15][CH:16]([CH2:20][CH:12]1[CH2:13]3)[CH2:17]2.CN(C(ON1N=NC2C=CC=CC1=2)=[N+](C)C)C.[B-](F)(F)(F)F.CCN(C(C)C)C(C)C. (2) The reactants are: [Cl:1][C:2]1[CH:7]=[CH:6][C:5]([C:8]([C:22]2[CH:27]=[CH:26][C:25]([F:28])=[CH:24][CH:23]=2)([C:10]2[CH:15]=[CH:14][C:13]([CH2:16][N:17]3[CH2:21][CH2:20][CH2:19][CH2:18]3)=[CH:12][CH:11]=2)O)=[CH:4][CH:3]=1.[NH2:29][C:30]1[C:39]2[C:34](=[CH:35][C:36]([Cl:40])=[CH:37][CH:38]=2)[N:33]=[CH:32][CH:31]=1.ClC1C=C2C(C(N)=CCN2C(C2C=CC(Cl)=CC=2)(C2C=CC(CN3CCCC3)=CC=2)C2C=CC=CC=2)=CC=1. Given the product [Cl:40][C:36]1[CH:35]=[C:34]2[C:39]([C:30]([NH2:29])=[CH:31][CH2:32][N:33]2[C:8]([C:5]2[CH:6]=[CH:7][C:2]([Cl:1])=[CH:3][CH:4]=2)([C:22]2[CH:27]=[CH:26][C:25]([F:28])=[CH:24][CH:23]=2)[C:10]2[CH:15]=[CH:14][C:13]([CH2:16][N:17]3[CH2:21][CH2:20][CH2:19][CH2:18]3)=[CH:12][CH:11]=2)=[CH:38][CH:37]=1, predict the reactants needed to synthesize it. (3) Given the product [N:1]1[N:2]=[CH:3][N:4]2[CH2:9][CH2:8][N:7]([CH2:11][CH2:12][CH2:13][O:14][C:15]3[CH:16]=[C:17]4[C:22](=[CH:23][C:24]=3[O:25][CH3:26])[N:21]=[CH:20][N:19]=[C:18]4[NH:27][C:28]3[CH:33]=[CH:32][CH:31]=[C:30]([C:34]#[CH:35])[CH:29]=3)[CH2:6][C:5]=12, predict the reactants needed to synthesize it. The reactants are: [N:1]1[N:2]=[CH:3][N:4]2[CH2:9][CH2:8][NH:7][CH2:6][C:5]=12.Cl[CH2:11][CH2:12][CH2:13][O:14][C:15]1[CH:16]=[C:17]2[C:22](=[CH:23][C:24]=1[O:25][CH3:26])[N:21]=[CH:20][N:19]=[C:18]2[NH:27][C:28]1[CH:33]=[CH:32][CH:31]=[C:30]([C:34]#[CH:35])[CH:29]=1.C(Cl)Cl. (4) Given the product [CH3:16][N:17]([CH3:21])[CH2:18][CH2:19][NH:20][C:13]([C:8]1[C:7]2[C:11](=[CH:12][C:4]([N+:1]([O-:3])=[O:2])=[CH:5][CH:6]=2)[NH:10][N:9]=1)=[O:15], predict the reactants needed to synthesize it. The reactants are: [N+:1]([C:4]1[CH:12]=[C:11]2[C:7]([C:8]([C:13]([OH:15])=O)=[N:9][NH:10]2)=[CH:6][CH:5]=1)([O-:3])=[O:2].[CH3:16][N:17]([CH3:21])[CH2:18][CH2:19][NH2:20].C(N(CC)CC)C.C1CN([P+](ON2N=NC3C=CC=CC2=3)(N2CCCC2)N2CCCC2)CC1.F[P-](F)(F)(F)(F)F. (5) Given the product [Cl:1][C:2]1[C:3](=[O:29])[N:4]([C:9]2[CH:14]=[C:13]([C:15]3[CH:20]=[CH:19][N:18]=[C:17]([NH:21][C:22]4[CH:27]=[CH:26][CH:25]=[C:24]([Cl:28])[CH:23]=4)[N:16]=3)[CH:12]=[CH:11][N:10]=2)[N:5]=[CH:6][C:7]=1[S:32][CH2:30][CH3:31], predict the reactants needed to synthesize it. The reactants are: [Cl:1][C:2]1[C:3](=[O:29])[N:4]([C:9]2[CH:14]=[C:13]([C:15]3[CH:20]=[CH:19][N:18]=[C:17]([NH:21][C:22]4[CH:27]=[CH:26][CH:25]=[C:24]([Cl:28])[CH:23]=4)[N:16]=3)[CH:12]=[CH:11][N:10]=2)[N:5]=[CH:6][C:7]=1Cl.[CH2:30]([SH:32])[CH3:31].C(=O)([O-])[O-].[K+].[K+].